Predict which catalyst facilitates the given reaction. From a dataset of Catalyst prediction with 721,799 reactions and 888 catalyst types from USPTO. (1) Reactant: C(OC([N:8]1[CH2:13][CH2:12][N:11]([C:14]2[CH:15]=[N:16][C:17]([NH:20][C:21]3[N:22]=[CH:23][C:24]4[CH:30]=[C:29]([CH2:31][CH2:32][O:33][CH2:34][CH3:35])[C:28](=[O:36])[N:27]([CH:37]5[CH2:41][CH2:40][CH2:39][CH2:38]5)[C:25]=4[N:26]=3)=[CH:18][CH:19]=2)[CH2:10][CH2:9]1)=O)(C)(C)C.[ClH:42]. Product: [ClH:42].[CH:37]1([N:27]2[C:25]3[N:26]=[C:21]([NH:20][C:17]4[CH:18]=[CH:19][C:14]([N:11]5[CH2:10][CH2:9][NH:8][CH2:13][CH2:12]5)=[CH:15][N:16]=4)[N:22]=[CH:23][C:24]=3[CH:30]=[C:29]([CH2:31][CH2:32][O:33][CH2:34][CH3:35])[C:28]2=[O:36])[CH2:38][CH2:39][CH2:40][CH2:41]1. The catalyst class is: 268. (2) Reactant: Br[C:2]1[CH:3]=[C:4]([C:8]2[N:9]=[C:10]([CH:20]([CH3:22])[CH3:21])[NH:11][C:12]=2[C:13]2[CH:18]=[CH:17][CH:16]=[C:15]([CH3:19])[N:14]=2)[CH:5]=[CH:6][CH:7]=1.CC1(C)C(C)(C)OB([C:31]2[CH:45]=[CH:44][C:34]([C:35]([NH:37][CH:38]3[CH2:43][CH2:42][O:41][CH2:40][CH2:39]3)=[O:36])=[CH:33][CH:32]=2)O1.O.C(=O)([O-])[O-].[Na+].[Na+]. Product: [O:41]1[CH2:42][CH2:43][CH:38]([NH:37][C:35](=[O:36])[C:34]2[CH:44]=[CH:45][C:31]([C:2]3[CH:7]=[CH:6][CH:5]=[C:4]([C:8]4[N:9]=[C:10]([CH:20]([CH3:22])[CH3:21])[NH:11][C:12]=4[C:13]4[CH:18]=[CH:17][CH:16]=[C:15]([CH3:19])[N:14]=4)[CH:3]=3)=[CH:32][CH:33]=2)[CH2:39][CH2:40]1. The catalyst class is: 837. (3) Reactant: [C:1]([O:5][C:6]([N:8]1[CH2:14][CH2:13][CH2:12][N:11]([C:15]2[NH:19][C:18]3[CH:20]=[CH:21][CH:22]=[CH:23][C:17]=3[N:16]=2)[CH2:10][CH2:9]1)=[O:7])([CH3:4])([CH3:3])[CH3:2].[H-].[Na+].[Si:26]([O:33][CH2:34][CH2:35]I)([C:29]([CH3:32])([CH3:31])[CH3:30])([CH3:28])[CH3:27].C(OCC)(=O)C. Product: [C:1]([O:5][C:6]([N:8]1[CH2:14][CH2:13][CH2:12][N:11]([C:15]2[N:16]([CH2:35][CH2:34][O:33][Si:26]([C:29]([CH3:32])([CH3:31])[CH3:30])([CH3:28])[CH3:27])[C:17]3[CH:23]=[CH:22][CH:21]=[CH:20][C:18]=3[N:19]=2)[CH2:10][CH2:9]1)=[O:7])([CH3:4])([CH3:2])[CH3:3]. The catalyst class is: 213. (4) Reactant: [C:1]([O:4][C@H:5]1[CH2:10][CH2:9][C@H:8]2[C@H:11]3[C@H:21]([CH2:22][CH2:23][C@:6]12[CH3:7])[C@:19]1([CH3:20])[C:14](=[CH:15][C:16](=[O:24])[CH2:17][CH2:18]1)[C:13](=[CH2:25])[CH2:12]3)(=[O:3])[CH3:2].C1(Cl)C(=O)C(Cl)=C(Cl)C(=O)C=1Cl.FC(F)(F)C(O)=O.FC(F)(F)C(=N[Si](C)(C)C)O[Si](C)(C)C. Product: [C:1]([O:4][C@H:5]1[CH2:10][CH2:9][C@H:8]2[C@H:11]3[C@H:21]([CH2:22][CH2:23][C@:6]12[CH3:7])[C@:19]1([CH3:20])[C:14](=[CH:15][C:16](=[O:24])[CH:17]=[CH:18]1)[C:13](=[CH2:25])[CH2:12]3)(=[O:3])[CH3:2]. The catalyst class is: 11.